From a dataset of Forward reaction prediction with 1.9M reactions from USPTO patents (1976-2016). Predict the product of the given reaction. (1) Given the reactants [C:1]([N:8]1[CH2:13][CH2:12][CH:11]([OH:14])[CH2:10][CH2:9]1)([O:3][C:4]([CH3:7])([CH3:6])[CH3:5])=[O:2].Cl.Cl[C:17]1[CH:22]=[CH:21][N:20]=[CH:19][C:18]=1[CH3:23], predict the reaction product. The product is: [CH3:23][C:18]1[CH:19]=[N:20][CH:21]=[CH:22][C:17]=1[O:14][CH:11]1[CH2:12][CH2:13][N:8]([C:1]([O:3][C:4]([CH3:7])([CH3:6])[CH3:5])=[O:2])[CH2:9][CH2:10]1. (2) The product is: [CH3:40][O:39][C:4]1[CH:5]=[C:6]([CH2:7][CH2:8][N:9]2[CH2:36][CH2:35][N:12]3[CH2:13][C@@H:14]([C:24]4[C:25]([CH3:34])=[C:26]5[C:30](=[CH:31][CH:32]=4)[C:29](=[O:33])[O:28][CH2:27]5)[NH:15][CH2:16][C@@H:11]3[CH2:10]2)[CH:37]=[CH:38][C:3]=1[C:1]#[N:2]. Given the reactants [C:1]([C:3]1[CH:38]=[CH:37][C:6]([CH2:7][CH2:8][N:9]2[CH2:36][CH2:35][N:12]3[CH2:13][C@@H:14]([C:24]4[C:25]([CH3:34])=[C:26]5[C:30](=[CH:31][CH:32]=4)[C:29](=[O:33])[O:28][CH2:27]5)[N:15](C(OC(C)(C)C)=O)[CH2:16][C@@H:11]3[CH2:10]2)=[CH:5][C:4]=1[O:39][CH3:40])#[N:2].FC(F)(F)C(O)=O, predict the reaction product.